Dataset: Catalyst prediction with 721,799 reactions and 888 catalyst types from USPTO. Task: Predict which catalyst facilitates the given reaction. (1) Reactant: [F:1][C:2]1[CH:3]=[C:4]([CH:14]=[CH:15][CH:16]=1)[CH2:5][N:6]1[CH2:11][CH2:10][O:9][CH:8]([CH2:12][NH2:13])[CH2:7]1.[CH3:17][S:18]([NH:21][C:22]1[CH:27]=[CH:26][C:25]([CH2:28][C:29](O)=[O:30])=[CH:24][CH:23]=1)(=[O:20])=[O:19].ON1C2C=CC=CC=2N=N1.C(N(CC)C(C)C)(C)C.Cl.CN(C)CCCN=C=NCC. Product: [F:1][C:2]1[CH:3]=[C:4]([CH:14]=[CH:15][CH:16]=1)[CH2:5][N:6]1[CH2:11][CH2:10][O:9][CH:8]([CH2:12][NH:13][C:29](=[O:30])[CH2:28][C:25]2[CH:24]=[CH:23][C:22]([NH:21][S:18]([CH3:17])(=[O:19])=[O:20])=[CH:27][CH:26]=2)[CH2:7]1. The catalyst class is: 9. (2) Reactant: [NH2:1][C:2]1[C:11](/[CH:12]=[CH:13]/[C:14]([O:16][C:17]([CH3:20])([CH3:19])[CH3:18])=[O:15])=[CH:10][C:9]2[CH2:8][CH2:7][CH2:6][CH2:5][C:4]=2[C:3]=1[C:21]([O:23][CH3:24])=[O:22].[C:25]1([S:31](Cl)(=[O:33])=[O:32])[CH:30]=[CH:29][CH:28]=[CH:27][CH:26]=1. Product: [C:17]([O:16][C:14](=[O:15])/[CH:13]=[CH:12]/[C:11]1[C:2]([NH:1][S:31]([C:25]2[CH:30]=[CH:29][CH:28]=[CH:27][CH:26]=2)(=[O:33])=[O:32])=[C:3]([C:21]([O:23][CH3:24])=[O:22])[C:4]2[CH2:5][CH2:6][CH2:7][CH2:8][C:9]=2[CH:10]=1)([CH3:20])([CH3:19])[CH3:18]. The catalyst class is: 17. (3) Reactant: [BH4-].[Na+].[Cl:3][C:4]1[CH:9]=[CH:8][C:7]([C:10]([CH:12]2[CH2:14][C:13]2([F:16])[F:15])=[O:11])=[CH:6][CH:5]=1.[Cl-].[NH4+].C(OCC)C. Product: [Cl:3][C:4]1[CH:5]=[CH:6][C:7]([CH:10]([CH:12]2[CH2:14][C:13]2([F:15])[F:16])[OH:11])=[CH:8][CH:9]=1. The catalyst class is: 162. (4) Reactant: [Br:1][C:2]1[CH:11]=[CH:10][CH:9]=[C:8]2[C:3]=1[CH:4]=[CH:5][N:6]=[CH:7]2.ClC1C=CC=C(C(OO)=[O:20])C=1.C(OCC)(=O)C. Product: [Br:1][C:2]1[CH:11]=[CH:10][CH:9]=[C:8]2[C:3]=1[CH:4]=[CH:5][N+:6]([O-:20])=[CH:7]2. The catalyst class is: 4. (5) Reactant: C([O:3][C:4](=[O:27])[CH2:5][C:6]1[C:10]2[CH:11]=[CH:12][C:13]([O:15][CH2:16][C:17]3[N:21]([CH3:22])[N:20]=[C:19]([C:23]([F:26])([F:25])[F:24])[CH:18]=3)=[CH:14][C:9]=2[S:8][CH:7]=1)C.C1COCC1.[OH-].[Na+]. Product: [CH3:22][N:21]1[C:17]([CH2:16][O:15][C:13]2[CH:12]=[CH:11][C:10]3[C:6]([CH2:5][C:4]([OH:27])=[O:3])=[CH:7][S:8][C:9]=3[CH:14]=2)=[CH:18][C:19]([C:23]([F:25])([F:26])[F:24])=[N:20]1. The catalyst class is: 14. (6) Reactant: [C:1]([C:5]1[CH:13]=[CH:12][C:8]([C:9]([OH:11])=O)=[CH:7][CH:6]=1)([CH3:4])([CH3:3])[CH3:2].[NH2:14][C@@H:15]([CH2:20][C:21]1[CH:26]=[CH:25][C:24]([C:27]2[NH:28][CH:29]=[C:30]([C:32]3[CH:37]=[CH:36][C:35]([O:38][CH2:39][CH2:40][CH2:41][CH2:42][CH2:43][CH2:44][CH3:45])=[CH:34][CH:33]=3)[N:31]=2)=[CH:23][CH:22]=1)[C:16]([O:18][CH3:19])=[O:17].CN(C(ON1N=NC2C=CC=NC1=2)=[N+](C)C)C.F[P-](F)(F)(F)(F)F. Product: [C:1]([C:5]1[CH:6]=[CH:7][C:8]([C:9]([NH:14][C@@H:15]([CH2:20][C:21]2[CH:22]=[CH:23][C:24]([C:27]3[NH:28][CH:29]=[C:30]([C:32]4[CH:33]=[CH:34][C:35]([O:38][CH2:39][CH2:40][CH2:41][CH2:42][CH2:43][CH2:44][CH3:45])=[CH:36][CH:37]=4)[N:31]=3)=[CH:25][CH:26]=2)[C:16]([O:18][CH3:19])=[O:17])=[O:11])=[CH:12][CH:13]=1)([CH3:2])([CH3:3])[CH3:4]. The catalyst class is: 85. (7) Reactant: [Cl:1][C:2]1[CH:7]=[CH:6][C:5]([S:8]([N:11]([CH2:19][C:20]2[CH:28]=[CH:27][C:23]([C:24](O)=[O:25])=[CH:22][CH:21]=2)[CH:12]2[CH2:17][CH2:16][CH2:15][CH:14]([CH3:18])[CH2:13]2)(=[O:10])=[O:9])=[CH:4][CH:3]=1.[NH2:29][C@H:30]([CH3:33])[CH2:31][OH:32].CCN=C=NCCCN(C)C. Product: [Cl:1][C:2]1[CH:3]=[CH:4][C:5]([S:8]([N:11]([CH2:19][C:20]2[CH:21]=[CH:22][C:23]([C:24]([NH:29][C@H:30]([CH3:33])[CH2:31][OH:32])=[O:25])=[CH:27][CH:28]=2)[CH:12]2[CH2:17][CH2:16][CH2:15][CH:14]([CH3:18])[CH2:13]2)(=[O:9])=[O:10])=[CH:6][CH:7]=1. The catalyst class is: 239. (8) The catalyst class is: 2. Reactant: C(N(CC)CC)C.C1(P(C2C=CC=CC=2)C2C=CC=CC=2)C=CC=CC=1.II.[F:29][C:30]1[CH:35]=[CH:34][C:33]([C:36](=[O:50])[CH:37]([NH:43][C:44](=O)[C:45]([F:48])([F:47])[F:46])[C:38]([O:40][CH2:41][CH3:42])=[O:39])=[CH:32][CH:31]=1. Product: [F:29][C:30]1[CH:31]=[CH:32][C:33]([C:36]2[O:50][C:44]([C:45]([F:46])([F:47])[F:48])=[N:43][C:37]=2[C:38]([O:40][CH2:41][CH3:42])=[O:39])=[CH:34][CH:35]=1. (9) Reactant: [CH3:1][O:2][C:3]1[CH:11]=[C:10]2[C:6]([C:7]([C:20]3[CH:35]=[CH:34][C:23]([O:24][CH2:25][C@@H:26]([N:28]4[CH2:32][CH2:31][C@@H:30]([CH3:33])[CH2:29]4)[CH3:27])=[CH:22][CH:21]=3)=[C:8]([C:12]3[CH:17]=[CH:16][C:15]([O:18][CH3:19])=[CH:14][CH:13]=3)[CH2:9]2)=[CH:5][CH:4]=1.C(OCC)(=O)C. Product: [CH3:1][O:2][C:3]1[CH:11]=[C:10]2[C:6](=[CH:5][CH:4]=1)[CH:7]([C:20]1[CH:21]=[CH:22][C:23]([O:24][CH2:25][C@@H:26]([N:28]3[CH2:32][CH2:31][C@@H:30]([CH3:33])[CH2:29]3)[CH3:27])=[CH:34][CH:35]=1)[CH:8]([C:12]1[CH:17]=[CH:16][C:15]([O:18][CH3:19])=[CH:14][CH:13]=1)[CH2:9]2. The catalyst class is: 63.